This data is from Full USPTO retrosynthesis dataset with 1.9M reactions from patents (1976-2016). The task is: Predict the reactants needed to synthesize the given product. Given the product [CH:22]1([C:4]([C:5]2[CH:6]=[CH:7][C:8]([C:11]3[CH:15]=[C:14]([C:16]([F:17])([F:18])[F:19])[O:13][N:12]=3)=[CH:9][CH:10]=2)=[O:20])[CH2:27][CH2:26][CH2:25][CH2:24][CH2:23]1, predict the reactants needed to synthesize it. The reactants are: CON(C)[C:4](=[O:20])[C:5]1[CH:10]=[CH:9][C:8]([C:11]2[CH:15]=[C:14]([C:16]([F:19])([F:18])[F:17])[O:13][N:12]=2)=[CH:7][CH:6]=1.[CH:22]1([Mg]Br)[CH2:27][CH2:26][CH2:25][CH2:24][CH2:23]1.